Dataset: Reaction yield outcomes from USPTO patents with 853,638 reactions. Task: Predict the reaction yield, written as a fraction of the theoretical maximum amount of product (1.0 means a 100% yield; for example, 0.34 means a 34% yield). (1) The catalyst is CN(C=O)C.C(OCC)(=O)C. The product is [CH2:42]([O:49][C:50]1[CH:51]=[CH:52][C:53]([NH:54][C:17]([C:14]2[CH:15]=[C:16]3[C:11](=[CH:12][CH:13]=2)[NH:10][N:9]=[C:8]3[N:5]2[CH2:4][CH2:3][N:2]([CH3:1])[CH2:7][CH2:6]2)=[O:19])=[CH:55][CH:56]=1)[C:43]1[CH:44]=[CH:45][CH:46]=[CH:47][CH:48]=1. The yield is 0.410. The reactants are [CH3:1][N:2]1[CH2:7][CH2:6][N:5]([C:8]2[C:16]3[C:11](=[CH:12][CH:13]=[C:14]([C:17]([O-:19])=O)[CH:15]=3)[NH:10][N:9]=2)[CH2:4][CH2:3]1.[Li+].C(Cl)CCl.C1C=CC2N(O)N=NC=2C=1.CCN(CC)CC.[CH2:42]([O:49][C:50]1[CH:56]=[CH:55][C:53]([NH2:54])=[CH:52][CH:51]=1)[C:43]1[CH:48]=[CH:47][CH:46]=[CH:45][CH:44]=1.Cl. (2) The reactants are [CH:1](=O)[C:2]1[CH:7]=[CH:6][CH:5]=[C:4]([O:8][CH3:9])[CH:3]=1.[CH3:11][NH2:12].[BH4-].[Na+]. The catalyst is CO. The product is [CH3:9][O:8][C:4]1[CH:3]=[C:2]([CH2:1][NH:12][CH3:11])[CH:7]=[CH:6][CH:5]=1. The yield is 0.700. (3) The reactants are [NH2:1][C:2]1[C:11]2[C:6](=[CH:7][CH:8]=[CH:9][CH:10]=2)[C:5]([O:12][C:13]2[CH:18]=[CH:17][N:16]=[C:15]([NH:19][C:20]3[CH:21]=[C:22]([CH:34]=[C:35]([O:37][CH3:38])[CH:36]=3)[C:23]([NH:25][CH2:26][CH2:27][N:28]3[CH2:33][CH2:32][O:31][CH2:30][CH2:29]3)=[O:24])[CH:14]=2)=[CH:4][CH:3]=1.C([O-])(O)=O.[Na+].Cl[C:45]([O:47][C:48]1[CH:53]=[CH:52][CH:51]=[CH:50][CH:49]=1)=[O:46]. The catalyst is C(Cl)Cl.C1COCC1. The product is [C:48]1([O:47][C:45](=[O:46])[NH:1][C:2]2[C:11]3[C:6](=[CH:7][CH:8]=[CH:9][CH:10]=3)[C:5]([O:12][C:13]3[CH:18]=[CH:17][N:16]=[C:15]([NH:19][C:20]4[CH:21]=[C:22]([C:23](=[O:24])[NH:25][CH2:26][CH2:27][N:28]5[CH2:33][CH2:32][O:31][CH2:30][CH2:29]5)[CH:34]=[C:35]([O:37][CH3:38])[CH:36]=4)[CH:14]=3)=[CH:4][CH:3]=2)[CH:53]=[CH:52][CH:51]=[CH:50][CH:49]=1. The yield is 0.770. (4) The reactants are [C:1]12([CH2:11][CH2:12][O:13][C:14]3[CH:19]=[CH:18][C:17]([CH2:20][CH2:21][NH:22][CH2:23][C@@H:24]([C:33]4[CH:34]=[CH:35][C:36]([O:42][CH2:43][C:44]5[CH:49]=[CH:48][CH:47]=[CH:46][CH:45]=5)=[C:37]([NH:39][CH:40]=[O:41])[CH:38]=4)[O:25][Si](C(C)(C)C)(C)C)=[CH:16][CH:15]=3)[CH2:10][CH:5]3[CH2:6][CH:7]([CH2:9][CH:3]([CH2:4]3)[CH2:2]1)[CH2:8]2.[F-].C([N+](CCCC)(CCCC)CCCC)CCC. The catalyst is O1CCCC1. The product is [C:1]12([CH2:11][CH2:12][O:13][C:14]3[CH:15]=[CH:16][C:17]([CH2:20][CH2:21][NH:22][CH2:23][C@@H:24]([C:33]4[CH:34]=[CH:35][C:36]([O:42][CH2:43][C:44]5[CH:49]=[CH:48][CH:47]=[CH:46][CH:45]=5)=[C:37]([NH:39][CH:40]=[O:41])[CH:38]=4)[OH:25])=[CH:18][CH:19]=3)[CH2:8][CH:7]3[CH2:9][CH:3]([CH2:4][CH:5]([CH2:6]3)[CH2:10]1)[CH2:2]2. The yield is 0.610.